This data is from Ames mutagenicity test results for genotoxicity prediction. The task is: Regression/Classification. Given a drug SMILES string, predict its toxicity properties. Task type varies by dataset: regression for continuous values (e.g., LD50, hERG inhibition percentage) or binary classification for toxic/non-toxic outcomes (e.g., AMES mutagenicity, cardiotoxicity, hepatotoxicity). Dataset: ames. (1) The compound is CN(C)C(=O)N(C)C=O. The result is 1 (mutagenic). (2) The molecule is Cc1ccccc1-c1ccc(N)cc1. The result is 1 (mutagenic). (3) The drug is OCc1ccc(Cl)cc1. The result is 0 (non-mutagenic). (4) The drug is COc1cc(C(O)c2ncc([N+](=O)[O-])n2C)c(O)c(C(C)(C)C)c1. The result is 1 (mutagenic). (5) The compound is c1ccc2c(CCC3CO3)cccc2c1. The result is 1 (mutagenic).